This data is from Full USPTO retrosynthesis dataset with 1.9M reactions from patents (1976-2016). The task is: Predict the reactants needed to synthesize the given product. (1) Given the product [CH3:14][CH2:15][O:16][C:17]([C@@H:19]1[CH2:23][CH:22]=[CH:21][N:20]1[C:25]([O:27][C:28]([CH3:29])([CH3:31])[CH3:30])=[O:26])=[O:18], predict the reactants needed to synthesize it. The reactants are: C([BH-](CC)CC)C.[Li+].C1COCC1.[CH3:14][CH2:15][O:16][C:17]([C@@H:19]1[CH2:23][CH2:22][C:21](=O)[N:20]1[C:25]([O:27][C:28]([CH3:31])([CH3:30])[CH3:29])=[O:26])=[O:18].CCN(C(C)C)C(C)C.FC(F)(F)C(OC(=O)C(F)(F)F)=O. (2) Given the product [CH3:1][O:2][C:3](=[O:14])[C:4]1[C:5]([C:12]#[N:13])=[CH:6][C:7]([F:11])=[CH:8][C:9]=1[CH2:10][Br:15], predict the reactants needed to synthesize it. The reactants are: [CH3:1][O:2][C:3](=[O:14])[C:4]1[C:9]([CH3:10])=[CH:8][C:7]([F:11])=[CH:6][C:5]=1[C:12]#[N:13].[Br:15]NC(=O)CCC(N)=O.C(OOC(=O)C1C=CC=CC=1)(=O)C1C=CC=CC=1. (3) Given the product [F:39][C:36]([F:37])([F:38])[C:31]([C:13]1[CH:12]=[CH:11][C:16]([N:17]2[CH2:22][CH2:21][N:20]([S:23]([C:26]3[S:27][CH:28]=[CH:29][CH:30]=3)(=[O:24])=[O:25])[CH2:19][CH2:18]2)=[C:15]([C:3]2[CH:2]=[N:1][CH:6]=[CH:5][CH:4]=2)[CH:14]=1)([OH:40])[C:32]([F:35])([F:34])[F:33], predict the reactants needed to synthesize it. The reactants are: [N:1]1[CH:6]=[CH:5][CH:4]=[C:3](B(O)O)[CH:2]=1.Br[C:11]1[CH:12]=[C:13]([C:31]([OH:40])([C:36]([F:39])([F:38])[F:37])[C:32]([F:35])([F:34])[F:33])[CH:14]=[CH:15][C:16]=1[N:17]1[CH2:22][CH2:21][N:20]([S:23]([C:26]2[S:27][CH:28]=[CH:29][CH:30]=2)(=[O:25])=[O:24])[CH2:19][CH2:18]1. (4) Given the product [S:12]([N:9]1[C:6]2=[N:7][CH:8]=[C:3]([NH:1][NH:2][C:35]([C@@H:32]3[CH2:33][CH2:34][C@H:30]([NH:29][C:27](=[O:28])[O:26][C:22]([CH3:24])([CH3:23])[CH3:25])[CH2:31]3)=[O:36])[N:4]=[C:5]2[CH:11]=[CH:10]1)([C:15]1[CH:21]=[CH:20][C:18]([CH3:19])=[CH:17][CH:16]=1)(=[O:13])=[O:14], predict the reactants needed to synthesize it. The reactants are: [NH:1]([C:3]1[N:4]=[C:5]2[CH:11]=[CH:10][N:9]([S:12]([C:15]3[CH:21]=[CH:20][C:18]([CH3:19])=[CH:17][CH:16]=3)(=[O:14])=[O:13])[C:6]2=[N:7][CH:8]=1)[NH2:2].[C:22]([O:26][C:27]([NH:29][C@H:30]1[CH2:34][CH2:33][C@@H:32]([C:35](O)=[O:36])[CH2:31]1)=[O:28])([CH3:25])([CH3:24])[CH3:23].CCN=C=NCCCN(C)C.Cl.O. (5) The reactants are: [CH2:1]([N:8]1[C:15]2[CH:16]=[C:17](Br)[CH:18]=[CH:19][C:14]=2[O:13][C:10]2([CH2:12][CH2:11]2)[CH2:9]1)[C:2]1[CH:7]=[CH:6][CH:5]=[CH:4][CH:3]=1.[Li]CCCC.[Br:26][C:27]1[CH:28]=[CH:29][C:30]([Cl:35])=[C:31]([CH:34]=1)[CH:32]=[O:33]. Given the product [CH2:1]([N:8]1[C:15]2[CH:16]=[C:17]([CH:32]([C:31]3[CH:34]=[C:27]([Br:26])[CH:28]=[CH:29][C:30]=3[Cl:35])[OH:33])[CH:18]=[CH:19][C:14]=2[O:13][C:10]2([CH2:12][CH2:11]2)[CH2:9]1)[C:2]1[CH:3]=[CH:4][CH:5]=[CH:6][CH:7]=1, predict the reactants needed to synthesize it. (6) Given the product [NH2:1][C@H:2]([C:8]([OH:10])=[O:9])[CH2:3][CH2:4][C:5]([NH:6][CH2:12][CH3:13])=[O:7], predict the reactants needed to synthesize it. The reactants are: [NH2:1][C@H:2]([C:8]([OH:10])=[O:9])[CH2:3][CH2:4][C:5](=[O:7])[NH2:6].Cl.[CH2:12](N)[CH3:13]. (7) Given the product [NH:65]1[CH:66]=[N:67][C:63]([C:59]2[CH:58]=[C:57]3[C:62](=[CH:61][CH:60]=2)[NH:54][N:55]=[C:56]3[C:87]2[CH:88]=[CH:89][CH:90]=[C:91]([O:35][CH2:33][CH2:25][N:27]3[CH2:28][CH2:29][NH:30][CH2:31][CH2:32]3)[CH:92]=2)=[N:64]1, predict the reactants needed to synthesize it. The reactants are: C1(P(C2C=CC=CC=2)C2C=CC=CC=2)C=CC=CC=1.C(C[C:25]([C:33]([OH:35])=O)([N:27]1[CH2:32][CH2:31][NH:30][CH2:29][CH2:28]1)O)(C)(C)C.CCOC(/N=N/C(OCC)=O)=O.O1CCCCC1[N:54]1[C:62]2[C:57](=[CH:58][C:59]([C:63]3[N:67]=[CH:66][N:65](C(C4C=CC=CC=4)(C4C=CC=CC=4)C4C=CC=CC=4)[N:64]=3)=[CH:60][CH:61]=2)[C:56]([C:87]2[CH:88]=[C:89](O)[CH:90]=[CH:91][CH:92]=2)=[N:55]1.Cl. (8) Given the product [CH2:20]([O:23][CH2:25][C:26]([O:28][C:29]([CH3:32])([CH3:31])[CH3:30])=[O:27])[CH:21]=[CH2:22], predict the reactants needed to synthesize it. The reactants are: C([N+](CCCC)(CCCC)CCCC)CCC.[OH-].[Na+].[CH2:20]([OH:23])[CH:21]=[CH2:22].Br[CH2:25][C:26]([O:28][C:29]([CH3:32])([CH3:31])[CH3:30])=[O:27].